Dataset: Forward reaction prediction with 1.9M reactions from USPTO patents (1976-2016). Task: Predict the product of the given reaction. (1) Given the reactants [CH2:1]([O:3][C:4]([C:6]1([C:9]2[CH:14]=[CH:13][C:12]([C:15]3[CH:20]=[CH:19][C:18]([C:21]4[O:25][N:24]=[C:23]([CH3:26])[C:22]=4[NH:27][C:28]4[CH:33]=[CH:32][CH:31]=[C:30]([C:34]#[N:35])[N:29]=4)=[CH:17][CH:16]=3)=[CH:11][CH:10]=2)[CH2:8][CH2:7]1)=[O:5])[CH3:2].[N:36]([Sn](CCCC)(CCCC)CCCC)=[N+:37]=[N-:38], predict the reaction product. The product is: [CH2:1]([O:3][C:4]([C:6]1([C:9]2[CH:10]=[CH:11][C:12]([C:15]3[CH:20]=[CH:19][C:18]([C:21]4[O:25][N:24]=[C:23]([CH3:26])[C:22]=4[NH:27][C:28]4[CH:33]=[CH:32][CH:31]=[C:30]([C:34]5[N:36]=[N:37][NH:38][N:35]=5)[N:29]=4)=[CH:17][CH:16]=3)=[CH:13][CH:14]=2)[CH2:8][CH2:7]1)=[O:5])[CH3:2]. (2) Given the reactants [Cu][C:2]#[N:3].Br[C:5]1[C:10]([N+:11]([O-:13])=[O:12])=[CH:9][C:8]([F:14])=[CH:7][N:6]=1.CCOC(C)=O.[NH4+].[Cl-].[NH4+].[OH-], predict the reaction product. The product is: [F:14][C:8]1[CH:9]=[C:10]([N+:11]([O-:13])=[O:12])[C:5]([C:2]#[N:3])=[N:6][CH:7]=1. (3) Given the reactants Br[CH2:2][C:3]1[CH:8]=[CH:7][CH:6]=[C:5]([Cl:9])[C:4]=1[O:10][CH3:11].[C-:12]#[N:13].[Na+], predict the reaction product. The product is: [Cl:9][C:5]1[C:4]([O:10][CH3:11])=[C:3]([CH2:2][C:12]#[N:13])[CH:8]=[CH:7][CH:6]=1. (4) Given the reactants [NH:1]1[C:5]2[CH:6]=[CH:7][CH:8]=[CH:9][C:4]=2[N:3]=[C:2]1[CH2:10][N:11]([CH3:22])[CH:12]1[C:21]2[N:20]=[CH:19][CH:18]=[CH:17][C:16]=2[CH2:15][CH2:14][CH2:13]1.Cl[CH2:24]/[CH:25]=[CH:26]\[CH2:27][NH:28][C:29](=[O:35])[O:30][C:31]([CH3:34])([CH3:33])[CH3:32].C([O-])([O-])=O.[K+].[K+], predict the reaction product. The product is: [CH3:22][N:11]([CH2:10][C:2]1[N:3]([CH2:24]/[CH:25]=[CH:26]\[CH2:27][NH:28][C:29](=[O:35])[O:30][C:31]([CH3:34])([CH3:33])[CH3:32])[C:4]2[CH:9]=[CH:8][CH:7]=[CH:6][C:5]=2[N:1]=1)[CH:12]1[C:21]2[N:20]=[CH:19][CH:18]=[CH:17][C:16]=2[CH2:15][CH2:14][CH2:13]1. (5) Given the reactants Br[C:2]1[C:3]2[N:4]([C:9]([I:12])=[CH:10][N:11]=2)[N:5]=[C:6]([Cl:8])[CH:7]=1.[NH2:13][CH2:14][C:15]([CH3:18])([OH:17])[CH3:16].O, predict the reaction product. The product is: [Cl:8][C:6]1[CH:7]=[C:2]([NH:13][CH2:14][C:15]([CH3:18])([OH:17])[CH3:16])[C:3]2[N:4]([C:9]([I:12])=[CH:10][N:11]=2)[N:5]=1. (6) Given the reactants Br[CH:2]([CH3:15])[C:3]([C:5]1[CH:10]=[CH:9][C:8]([C:11]([F:14])([F:13])[F:12])=[CH:7][CH:6]=1)=O.[NH2:16][C:17]1[N:22]=[CH:21][CH:20]=[CH:19][N:18]=1, predict the reaction product. The product is: [CH3:15][C:2]1[N:16]=[C:17]2[N:22]=[CH:21][CH:20]=[CH:19][N:18]2[C:3]=1[C:5]1[CH:10]=[CH:9][C:8]([C:11]([F:14])([F:13])[F:12])=[CH:7][CH:6]=1. (7) Given the reactants [OH-].[Na+].[Br:3][C:4]1[CH:5]=[C:6]([C:17]([O:19]CC)=O)[C:7]2[CH:12]=[N:11][N:10]([CH:13]3[CH2:16][CH2:15][CH2:14]3)[C:8]=2[N:9]=1.[NH2:22][CH2:23][C:24]1[C:25](=[O:32])[NH:26][C:27]([CH3:31])=[CH:28][C:29]=1[CH3:30].C1CN([P+](ON2N=NC3C=CC=CC2=3)(N2CCCC2)N2CCCC2)CC1.F[P-](F)(F)(F)(F)F, predict the reaction product. The product is: [Br:3][C:4]1[CH:5]=[C:6]([C:17]([NH:22][CH2:23][C:24]2[C:25](=[O:32])[NH:26][C:27]([CH3:31])=[CH:28][C:29]=2[CH3:30])=[O:19])[C:7]2[CH:12]=[N:11][N:10]([CH:13]3[CH2:14][CH2:15][CH2:16]3)[C:8]=2[N:9]=1. (8) Given the reactants [F:1][C:2]1[CH:7]=[CH:6][C:5]([O:8][C@H:9]2[CH2:12][C@H:11]([NH:13][CH2:14][C:15]3[C:16]4[N:17]([CH:21]=[CH:22][N:23]=4)[CH:18]=[CH:19][CH:20]=3)[CH2:10]2)=[CH:4][C:3]=1[C:24]([F:27])([F:26])[F:25].[C:28]([OH:35])(=[O:34])/[CH:29]=[CH:30]\[C:31]([OH:33])=[O:32].C(OCC)C, predict the reaction product. The product is: [C:28]([OH:35])(=[O:34])/[CH:29]=[CH:30]\[C:31]([OH:33])=[O:32].[F:1][C:2]1[CH:7]=[CH:6][C:5]([O:8][C@H:9]2[CH2:12][C@H:11]([NH:13][CH2:14][C:15]3[C:16]4[N:17]([CH:21]=[CH:22][N:23]=4)[CH:18]=[CH:19][CH:20]=3)[CH2:10]2)=[CH:4][C:3]=1[C:24]([F:26])([F:25])[F:27]. (9) Given the reactants [C:1]([O:5][C:6](=[O:42])[NH:7][C@H:8]1[CH2:13][CH2:12][C@@H:11]([N:14]2[C:19](=[O:20])[C:18]3[CH:21]=[C:22]([F:25])[CH:23]=[N:24][C:17]=3[N:16]([C:26]3[CH:27]=[C:28]([C:32]4[CH:37]=[CH:36][C:35]([OH:38])=[CH:34][C:33]=4[CH:39]=O)[CH:29]=[CH:30][CH:31]=3)[C:15]2=[O:41])[CH2:10][CH2:9]1)([CH3:4])([CH3:3])[CH3:2].[NH:43]1[CH2:49][CH2:48][C:47](=[O:50])[NH:46][CH2:45][CH2:44]1.C(O)(=O)C.[Na], predict the reaction product. The product is: [C:1]([O:5][C:6](=[O:42])[NH:7][C@H:8]1[CH2:9][CH2:10][C@@H:11]([N:14]2[C:19](=[O:20])[C:18]3[CH:21]=[C:22]([F:25])[CH:23]=[N:24][C:17]=3[N:16]([C:26]3[CH:27]=[C:28]([C:32]4[CH:37]=[CH:36][C:35]([OH:38])=[CH:34][C:33]=4[CH2:39][N:43]4[CH2:49][CH2:48][C:47](=[O:50])[NH:46][CH2:45][CH2:44]4)[CH:29]=[CH:30][CH:31]=3)[C:15]2=[O:41])[CH2:12][CH2:13]1)([CH3:4])([CH3:2])[CH3:3].